Dataset: Full USPTO retrosynthesis dataset with 1.9M reactions from patents (1976-2016). Task: Predict the reactants needed to synthesize the given product. (1) Given the product [OH:30][C@@H:27]1[CH2:28][CH2:29][N:25]([C:3]2[C:2]([C:39]3[NH:38][N:37]=[CH:41][CH:40]=3)=[CH:24][C:6]([C:7]([NH:9][C:10]3[CH:15]=[CH:14][C:13]([O:16][C:17]([F:23])([F:22])[C:18]([F:20])([F:19])[F:21])=[CH:12][CH:11]=3)=[O:8])=[CH:5][N:4]=2)[CH2:26]1, predict the reactants needed to synthesize it. The reactants are: Br[C:2]1[C:3]([N:25]2[CH2:29][CH2:28][C@@H:27]([OH:30])[CH2:26]2)=[N:4][CH:5]=[C:6]([CH:24]=1)[C:7]([NH:9][C:10]1[CH:15]=[CH:14][C:13]([O:16][C:17]([F:23])([F:22])[C:18]([F:21])([F:20])[F:19])=[CH:12][CH:11]=1)=[O:8].O1CCCCC1[N:37]1[C:41](B2OC(C)(C)C(C)(C)O2)=[CH:40][CH:39]=[N:38]1. (2) The reactants are: C[O:2][C:3](=[O:34])[CH2:4][CH2:5][CH2:6][CH2:7][CH2:8][CH2:9][CH2:10][NH:11][C:12](=[O:33])[C:13]1[CH:18]=[CH:17][C:16]([CH:19]=[N:20][N:21]=[C:22]2[C:30]3[C:25](=[CH:26][CH:27]=[C:28]([F:31])[CH:29]=3)[NH:24][C:23]2=[O:32])=[CH:15][CH:14]=1.CO.[Li+].[OH-].Cl. Given the product [F:31][C:28]1[CH:29]=[C:30]2[C:25](=[CH:26][CH:27]=1)[NH:24][C:23](=[O:32])[C:22]2=[N:21][N:20]=[CH:19][C:16]1[CH:15]=[CH:14][C:13]([C:12]([NH:11][CH2:10][CH2:9][CH2:8][CH2:7][CH2:6][CH2:5][CH2:4][C:3]([OH:34])=[O:2])=[O:33])=[CH:18][CH:17]=1, predict the reactants needed to synthesize it. (3) Given the product [CH:13]1([N:10]2[C:6]([C:2]3[S:1][CH:5]=[CH:4][CH:3]=3)=[N:8][NH:9][C:11]2=[S:12])[CH2:15][CH2:14]1, predict the reactants needed to synthesize it. The reactants are: [S:1]1[CH:5]=[CH:4][CH:3]=[C:2]1[C:6]([NH:8][NH2:9])=O.[N:10]([CH:13]1[CH2:15][CH2:14]1)=[C:11]=[S:12]. (4) Given the product [CH3:36][O:35][CH2:34][CH2:33][CH2:32][C:22]1[CH:21]=[C:20]2[C:25](=[CH:24][CH:23]=1)[O:26][CH2:27][C:28]1([CH2:31][O:30][CH2:29]1)[C:19]12[CH2:18][O:17][C:16]([N:8]([C:9]([O:11][C:12]([CH3:15])([CH3:14])[CH3:13])=[O:10])[C:6]([O:5][C:1]([CH3:2])([CH3:3])[CH3:4])=[O:7])=[N:37]1, predict the reactants needed to synthesize it. The reactants are: [C:1]([O:5][C:6]([N:8]([C:16]1[O:17][CH2:18][C:19]2([N:37]=1)[C:28]1([CH2:31][O:30][CH2:29]1)[CH2:27][O:26][C:25]1[C:20]2=[CH:21][C:22]([C:32]#[C:33][CH2:34][O:35][CH3:36])=[CH:23][CH:24]=1)[C:9]([O:11][C:12]([CH3:15])([CH3:14])[CH3:13])=[O:10])=[O:7])([CH3:4])([CH3:3])[CH3:2].